From a dataset of Full USPTO retrosynthesis dataset with 1.9M reactions from patents (1976-2016). Predict the reactants needed to synthesize the given product. (1) Given the product [O-:20][N+:16]1[CH:17]=[CH:18][N:19]=[C:14]([CH2:13][C:12]2[N:8]([C:3]3[N:4]=[CH:5][CH:6]=[CH:7][C:2]=3[C:24]#[N:25])[N:9]=[CH:10][CH:11]=2)[C:15]=1[CH2:21][CH2:22][CH3:23], predict the reactants needed to synthesize it. The reactants are: Br[C:2]1[C:3]([N:8]2[C:12]([CH2:13][C:14]3[CH:15]([CH2:21][CH2:22][CH3:23])[N:16]([OH:20])[CH:17]=[CH:18][N:19]=3)=[CH:11][CH:10]=[N:9]2)=[N:4][CH:5]=[CH:6][CH:7]=1.[CH3:24][N:25](C=O)C. (2) The reactants are: C[O:2][C:3]1[CH:4]=[CH:5][C:6]2[O:10][CH:9]=[CH:8][C:7]=2[CH:11]=1.N1C=C(C)C(C)=CC=1C.[Li+].[I-]. Given the product [O:10]1[C:6]2[CH:5]=[CH:4][C:3]([OH:2])=[CH:11][C:7]=2[CH:8]=[CH:9]1, predict the reactants needed to synthesize it. (3) Given the product [C:27]([C:24]1[CH:23]=[C:22]([C:20]2[NH:19][C:3]3[C:4]([Cl:18])=[N:5][C:6]([C:8]4[CH:13]=[CH:12][CH:11]=[CH:10][C:9]=4[C:14]([F:17])([F:16])[F:15])=[CH:7][C:2]=3[N:1]=2)[O:26][N:25]=1)([CH3:30])([CH3:29])[CH3:28], predict the reactants needed to synthesize it. The reactants are: [NH2:1][C:2]1[CH:7]=[C:6]([C:8]2[CH:13]=[CH:12][CH:11]=[CH:10][C:9]=2[C:14]([F:17])([F:16])[F:15])[N:5]=[C:4]([Cl:18])[C:3]=1[NH:19][C:20]([C:22]1[O:26][N:25]=[C:24]([C:27]([CH3:30])([CH3:29])[CH3:28])[CH:23]=1)=O.O. (4) Given the product [C:1]1([CH:7]([C:10]2[CH:15]=[CH:14][CH:13]=[CH:12][CH:11]=2)[CH:8]=[N:17][OH:18])[CH:6]=[CH:5][CH:4]=[CH:3][CH:2]=1, predict the reactants needed to synthesize it. The reactants are: [C:1]1([CH:7]([C:10]2[CH:15]=[CH:14][CH:13]=[CH:12][CH:11]=2)[CH:8]=O)[CH:6]=[CH:5][CH:4]=[CH:3][CH:2]=1.Cl.[NH2:17][OH:18].[OH-].[Na+]. (5) The reactants are: [F:1][C:2]1[CH:3]=[C:4]([NH:10][C:11]2[CH:16]=[CH:15][C:14]([I:17])=[CH:13][C:12]=2[F:18])[C:5]([C:8]#[N:9])=[N:6][CH:7]=1.C[Si](C)(C)[O-:21].[K+]. Given the product [F:1][C:2]1[CH:3]=[C:4]([NH:10][C:11]2[CH:16]=[CH:15][C:14]([I:17])=[CH:13][C:12]=2[F:18])[C:5]([C:8]([NH2:9])=[O:21])=[N:6][CH:7]=1, predict the reactants needed to synthesize it. (6) Given the product [Br:1][C:2]1[CH:7]=[CH:6][N:5]2[C:8]([C:11]([O:13][CH3:14])=[O:12])=[CH:9][N:10]=[C:4]2[CH:3]=1, predict the reactants needed to synthesize it. The reactants are: [Br:1][C:2]1[CH:7]=[CH:6][N:5]2[C:8]([C:11]([OH:13])=[O:12])=[CH:9][N:10]=[C:4]2[CH:3]=1.[C:14](Cl)(=O)C(Cl)=O. (7) Given the product [CH:30]1([S:33]([N:8]2[CH2:12][C@H:11]3[C@H:13]([NH:16][C:17](=[O:29])[C@@H:18]([N:23]4[CH2:24][CH2:25][CH2:27][CH2:28]4)[CH2:19][CH:20]([CH3:21])[CH3:22])[CH2:14][CH2:15][C@H:10]3[CH2:9]2)(=[O:35])=[O:34])[CH2:32][CH2:31]1, predict the reactants needed to synthesize it. The reactants are: C([N:8]1[CH2:12][C@H:11]2[C@H:13]([NH:16][C:17](=[O:29])[C@@H:18]([N:23]3[CH2:28][CH2:27]O[CH2:25][CH2:24]3)[CH2:19][CH:20]([CH3:22])[CH3:21])[CH2:14][CH2:15][C@H:10]2[CH2:9]1)C1C=CC=CC=1.[CH:30]1([S:33](Cl)(=[O:35])=[O:34])[CH2:32][CH2:31]1.FC(F)(F)C1C=C(S(Cl)(=O)=O)C=CC=1.